Dataset: Forward reaction prediction with 1.9M reactions from USPTO patents (1976-2016). Task: Predict the product of the given reaction. (1) Given the reactants [CH2:1]([O:9][C:10]1[C:11](=[O:22])[O:12][C:13]2[CH:20]=[CH:19][C:18]([OH:21])=[CH:17][C:14]=2[C:15]=1[OH:16])[CH2:2][CH2:3][CH2:4][CH2:5][CH2:6][CH2:7][CH3:8].[C:23]([O:26][CH2:27][CH2:28][CH2:29]Br)(=[O:25])[CH3:24], predict the reaction product. The product is: [CH2:1]([O:9][C:10]1[C:11](=[O:22])[O:12][C:13]2[CH:20]=[CH:19][C:18]([O:21][CH2:29][CH2:28][CH2:27][O:26][C:23](=[O:25])[CH3:24])=[CH:17][C:14]=2[C:15]=1[OH:16])[CH2:2][CH2:3][CH2:4][CH2:5][CH2:6][CH2:7][CH3:8]. (2) Given the reactants [CH2:1]([C@H:8]1[CH2:13][N:12]([C:14]2[CH:19]=[CH:18][C:17]([O:20][CH3:21])=[C:16]([O:22][CH:23]3[CH2:27][CH2:26][CH2:25][CH2:24]3)[CH:15]=2)[CH2:11][CH2:10][N:9]1[C:28](=[O:36])[CH2:29][CH2:30][C:31]([O:33]CC)=[O:32])[C:2]1[CH:7]=[CH:6][CH:5]=[CH:4][CH:3]=1.[Li+].[OH-], predict the reaction product. The product is: [CH2:1]([C@H:8]1[CH2:13][N:12]([C:14]2[CH:19]=[CH:18][C:17]([O:20][CH3:21])=[C:16]([O:22][CH:23]3[CH2:27][CH2:26][CH2:25][CH2:24]3)[CH:15]=2)[CH2:11][CH2:10][N:9]1[C:28](=[O:36])[CH2:29][CH2:30][C:31]([OH:33])=[O:32])[C:2]1[CH:7]=[CH:6][CH:5]=[CH:4][CH:3]=1. (3) Given the reactants [F:1][C:2]1[CH:3]=[C:4]([CH:9]=[C:10]([N+:12]([O-])=O)[CH:11]=1)[C:5]([NH:7][CH3:8])=[O:6], predict the reaction product. The product is: [NH2:12][C:10]1[CH:9]=[C:4]([CH:3]=[C:2]([F:1])[CH:11]=1)[C:5]([NH:7][CH3:8])=[O:6]. (4) Given the reactants [C:1]([C:4]1[C:12]2[CH2:11][CH2:10][CH2:9][C:8]=2[C:7]([C:13]([O:15][CH3:16])=[O:14])=[CH:6][CH:5]=1)(=[O:3])[CH3:2].[Cl:17][C:18]1[CH:19]=[C:20]([C:26](=O)[C:27]([F:30])([F:29])[F:28])[CH:21]=[C:22]([Cl:25])[C:23]=1[F:24].C([O-])([O-])=O.[K+].[K+].C(N(CC)CC)C, predict the reaction product. The product is: [Cl:17][C:18]1[CH:19]=[C:20]([C:26]([C:27]([F:30])([F:29])[F:28])=[CH:2][C:1]([C:4]2[C:12]3[CH2:11][CH2:10][CH2:9][C:8]=3[C:7]([C:13]([O:15][CH3:16])=[O:14])=[CH:6][CH:5]=2)=[O:3])[CH:21]=[C:22]([Cl:25])[C:23]=1[F:24]. (5) Given the reactants [Br:1][C:2]1[CH:7]=[CH:6][N:5]=[C:4](F)[CH:3]=1.[F:9][CH2:10][CH2:11][CH2:12][OH:13].CC(C)([O-])C.[K+], predict the reaction product. The product is: [Br:1][C:2]1[CH:7]=[CH:6][N:5]=[C:4]([O:13][CH2:12][CH2:11][CH2:10][F:9])[CH:3]=1. (6) Given the reactants [NH2:1][C:2]1[CH:7]=[CH:6][C:5]([N:8]([CH2:32][CH2:33][CH:34]([CH3:36])[CH3:35])[CH:9]2[CH2:14][CH2:13][N:12]([C:15]([C@@H:17]([NH:22][C:23]([N:25]3[CH2:31][CH2:30][CH2:29][CH2:28][CH2:27][CH2:26]3)=[O:24])[CH2:18][CH:19]([CH3:21])[CH3:20])=[O:16])[CH2:11][CH2:10]2)=[CH:4][CH:3]=1.[CH:37](=O)[CH2:38][CH:39]([CH3:41])[CH3:40].[BH-](OC(C)=O)(OC(C)=O)O[C:45](C)=O.[Na+], predict the reaction product. The product is: [CH3:40][C:39]([CH3:41])([CH3:45])[CH2:38][CH2:37][NH:1][C:2]1[CH:7]=[CH:6][C:5]([N:8]([CH2:32][CH2:33][CH:34]([CH3:36])[CH3:35])[CH:9]2[CH2:14][CH2:13][N:12]([C:15]([C@@H:17]([NH:22][C:23]([N:25]3[CH2:31][CH2:30][CH2:29][CH2:28][CH2:27][CH2:26]3)=[O:24])[CH2:18][CH:19]([CH3:21])[CH3:20])=[O:16])[CH2:11][CH2:10]2)=[CH:4][CH:3]=1.